From a dataset of Forward reaction prediction with 1.9M reactions from USPTO patents (1976-2016). Predict the product of the given reaction. (1) Given the reactants [CH3:1][C:2]1([CH3:23])[O:6][CH:5]([CH2:7][O:8][C:9]2[CH:14]=[CH:13][N:12]3[C:15]([C:18]([O:20]CC)=[O:19])=[CH:16][N:17]=[C:11]3[CH:10]=2)[CH2:4][O:3]1.O.[OH-].[Li+].O1CCCC1.C(O)C.O.O, predict the reaction product. The product is: [CH3:1][C:2]1([CH3:23])[O:6][CH:5]([CH2:7][O:8][C:9]2[CH:14]=[CH:13][N:12]3[C:15]([C:18]([OH:20])=[O:19])=[CH:16][N:17]=[C:11]3[CH:10]=2)[CH2:4][O:3]1. (2) The product is: [CH3:1][N:2]([C:16]1[CH:21]=[CH:20][C:19]([C:22]([NH:24][C@H:25]([C:31]([OH:33])=[O:32])[CH2:26][CH2:27][C:28]([OH:30])=[O:29])=[O:23])=[CH:18][CH:17]=1)[CH2:3][C:4]1[CH:5]=[N:6][C:7]2[N:13]=[C:12]([NH2:14])[N:11]=[C:10]([NH2:15])[C:8]=2[N:9]=1.[CH2:61]([NH2:60])[CH2:62][CH2:63][CH2:64][CH3:65]. Given the reactants [CH3:1][N:2]([C:16]1[CH:21]=[CH:20][C:19]([C:22]([NH:24][C@H:25]([C:31]([OH:33])=[O:32])[CH2:26][CH2:27][C:28]([OH:30])=[O:29])=[O:23])=[CH:18][CH:17]=1)[CH2:3][C:4]1[N:9]=[C:8]2[C:10]([NH2:15])=[N:11][C:12]([NH2:14])=[N:13][C:7]2=[N:6][CH:5]=1.O.CCN=C=NCCCN(C)C.C(N(CC)CC)C.C([NH:60][CH2:61][CH2:62][CH2:63][CH2:64][CH2:65]N)(OC(C)(C)C)=O, predict the reaction product. (3) Given the reactants [Cl:1][C:2]1[CH:3]=[C:4]([CH2:19][N:20]2[C:24]([CH3:25])=[CH:23][C:22](C(O)=O)=[N:21]2)[C:5]2[O:9][C:8]([C:10]3[CH:15]=[CH:14][C:13]([C:16]#[N:17])=[CH:12][CH:11]=3)=[CH:7][C:6]=2[CH:18]=1.C1(P(N=[N+]=[N-])(C2C=CC=CC=2)=[O:36])C=CC=CC=1.[CH2:46]([Si:48]([CH2:54]C)([CH2:52]C)[CH2:49][CH2:50][OH:51])C.C([N:58]([CH2:61]C)CC)C, predict the reaction product. The product is: [Cl:1][C:2]1[CH:3]=[C:4]([CH2:19][N:20]2[C:24]([CH3:25])=[CH:23][C:22]([NH:58][C:61](=[O:36])[O:51][CH2:50][CH2:49][Si:48]([CH3:54])([CH3:52])[CH3:46])=[N:21]2)[C:5]2[O:9][C:8]([C:10]3[CH:11]=[CH:12][C:13]([C:16]#[N:17])=[CH:14][CH:15]=3)=[CH:7][C:6]=2[CH:18]=1. (4) Given the reactants [CH3:1][N:2]1[CH:6]=[C:5]([C:7]([F:10])([F:9])[F:8])[C:4]([NH:11][C:12]2[N:17]=[C:16]3[N:18](COCC[Si](C)(C)C)[CH:19]=[C:20]([C:21]#[N:22])[C:15]3=[C:14]([C:31]3[CH:32]=[N:33][CH:34]=[C:35]([CH3:37])[CH:36]=3)[CH:13]=2)=[N:3]1.C(N(CC)CC)C.[F-].C([N+](CCCC)(CCCC)CCCC)CCC.O, predict the reaction product. The product is: [CH3:1][N:2]1[CH:6]=[C:5]([C:7]([F:8])([F:9])[F:10])[C:4]([NH:11][C:12]2[N:17]=[C:16]3[NH:18][CH:19]=[C:20]([C:21]#[N:22])[C:15]3=[C:14]([C:31]3[CH:32]=[N:33][CH:34]=[C:35]([CH3:37])[CH:36]=3)[CH:13]=2)=[N:3]1. (5) Given the reactants [CH2:1]([C:8]1[C:9](=[O:20])[O:10][C:11]2[C:16]([C:17]=1[CH3:18])=[CH:15][CH:14]=[C:13]([OH:19])[CH:12]=2)[C:2]1[CH:7]=[CH:6][CH:5]=[CH:4][CH:3]=1.[I-].[N:22]1([C:32](N2C=C[N+](C)=C2)=[O:33])[C:31]2[C:26](=[CH:27][CH:28]=[CH:29][CH:30]=2)[CH2:25][CH2:24][CH2:23]1, predict the reaction product. The product is: [CH2:1]([C:8]1[C:9](=[O:20])[O:10][C:11]2[C:16]([C:17]=1[CH3:18])=[CH:15][CH:14]=[C:13]([O:19][C:32]([N:22]1[C:31]3[C:26](=[CH:27][CH:28]=[CH:29][CH:30]=3)[CH2:25][CH2:24][CH2:23]1)=[O:33])[CH:12]=2)[C:2]1[CH:7]=[CH:6][CH:5]=[CH:4][CH:3]=1. (6) The product is: [CH3:1][C:2]1[C:6]2[CH:7]=[CH:8][C:9]([C:11]3[NH:12][C:13]4[N:14]([N:18]=[CH:19][C:20]=4[C:21]([NH2:22])=[O:23])[C:15](=[O:17])[CH:16]=3)=[CH:10][C:5]=2[O:4][N:3]=1. Given the reactants [CH3:1][C:2]1[C:6]2[CH:7]=[CH:8][C:9]([C:11]3[NH:12][C:13]4[N:14]([N:18]=[CH:19][C:20]=4[C:21]#[N:22])[C:15](=[O:17])[CH:16]=3)=[CH:10][C:5]=2[O:4][N:3]=1.[OH:23]S(O)(=O)=O, predict the reaction product. (7) The product is: [C:16]([O:20][C:21]([NH:23][C@H:24]([C:36]([O:38][CH2:39][C:40]1[CH:45]=[CH:44][CH:43]=[CH:42][CH:41]=1)=[O:37])[CH2:25][C:26]1[CH:27]=[C:28]([O:6][S:3]([C:2]([F:15])([F:14])[F:1])(=[O:5])=[O:4])[CH:29]=[CH:30][C:31]=1[N+:32]([O-:34])=[O:33])=[O:22])([CH3:19])([CH3:17])[CH3:18]. Given the reactants [F:1][C:2]([F:15])([F:14])[S:3]([O:6]S(C(F)(F)F)(=O)=O)(=[O:5])=[O:4].[C:16]([O:20][C:21]([NH:23][C@H:24]([C:36]([O:38][CH2:39][C:40]1[CH:45]=[CH:44][CH:43]=[CH:42][CH:41]=1)=[O:37])[CH2:25][C:26]1[C:31]([N+:32]([O-:34])=[O:33])=[CH:30][CH:29]=[C:28](O)[CH:27]=1)=[O:22])([CH3:19])([CH3:18])[CH3:17].C(N(CC)CC)C.CC(C)=O.C(=O)=O, predict the reaction product. (8) The product is: [ClH:1].[Cl:1][C:2]1[CH:3]=[CH:4][C:5]([CH2:6][C@@H:7]([NH:28][CH:29]2[CH2:30][CH2:31][CH:32]([C:35]#[N:36])[CH2:33][CH2:34]2)[C:8]([N:10]2[CH2:11][CH2:12][C:13]([CH:22]3[CH2:27][CH2:26][CH2:25][CH2:24][CH2:23]3)([CH2:16][N:17]3[CH:21]=[N:20][CH:19]=[N:18]3)[CH2:14][CH2:15]2)=[O:9])=[CH:37][CH:38]=1. Given the reactants [Cl:1][C:2]1[CH:38]=[CH:37][C:5]([CH2:6][C@@H:7]([NH:28][CH:29]2[CH2:34][CH2:33][CH:32]([C:35]#[N:36])[CH2:31][CH2:30]2)[C:8]([N:10]2[CH2:15][CH2:14][C:13]([CH:22]3[CH2:27][CH2:26][CH2:25][CH2:24][CH2:23]3)([CH2:16][N:17]3[CH:21]=[N:20][CH:19]=[N:18]3)[CH2:12][CH2:11]2)=[O:9])=[CH:4][CH:3]=1.Cl, predict the reaction product. (9) Given the reactants [CH:1]1([N:4]([CH2:18][C:19]2[O:23][C:22]([C:24]([O:26]CC)=O)=[N:21][N:20]=2)[S:5]([C:8]2[C:13]([CH3:14])=[CH:12][C:11]([O:15][CH3:16])=[CH:10][C:9]=2[CH3:17])(=[O:7])=[O:6])[CH2:3][CH2:2]1.[CH3:29][N:30]1[CH2:35][CH2:34][CH:33]([CH2:36][N:37]2[CH2:42][CH2:41][NH:40][CH2:39][CH2:38]2)[CH2:32][CH2:31]1.C[Al](C)C, predict the reaction product. The product is: [NH3:4].[CH:1]1([N:4]([CH2:18][C:19]2[O:23][C:22]([C:24]([N:40]3[CH2:39][CH2:38][N:37]([CH2:36][CH:33]4[CH2:34][CH2:35][N:30]([CH3:29])[CH2:31][CH2:32]4)[CH2:42][CH2:41]3)=[O:26])=[N:21][N:20]=2)[S:5]([C:8]2[C:13]([CH3:14])=[CH:12][C:11]([O:15][CH3:16])=[CH:10][C:9]=2[CH3:17])(=[O:6])=[O:7])[CH2:2][CH2:3]1. (10) Given the reactants C(C[C@H](O[C:7]1[CH:12]=[CH:11][C:10]([CH2:13][CH2:14]Br)=[CH:9][CH:8]=1)C)C.[CH3:16][C@H:17]([NH2:26])[C@H:18]([OH:25])[C:19]1[CH:24]=[CH:23][CH:22]=[CH:21][CH:20]=1, predict the reaction product. The product is: [CH2:8]([CH2:9][C@H:10]([CH2:13][C:7]1[CH:8]=[CH:9][C:10]([CH2:13][CH2:14][NH:26][C@@H:17]([CH3:16])[C@H:18]([OH:25])[C:19]2[CH:20]=[CH:21][CH:22]=[CH:23][CH:24]=2)=[CH:11][CH:12]=1)[CH3:11])[CH3:7].